From a dataset of Catalyst prediction with 721,799 reactions and 888 catalyst types from USPTO. Predict which catalyst facilitates the given reaction. (1) Reactant: Cl.[OH:2][C@@H:3]1[C@@:8]([O:15][CH3:16])([C:9]2[CH:14]=[CH:13][CH:12]=[CH:11][CH:10]=2)[CH2:7][CH2:6][N:5](C(OC(C)(C)C)=O)[CH2:4]1. Product: [CH3:16][O:15][C@:8]1([C:9]2[CH:14]=[CH:13][CH:12]=[CH:11][CH:10]=2)[CH2:7][CH2:6][NH:5][CH2:4][C@@H:3]1[OH:2]. The catalyst class is: 346. (2) Reactant: [OH:1][C:2]1[CH:7]=[CH:6][C:5]([N:8]([C:55]2[CH:56]=[C:57]3[CH2:63][CH2:62][N:61]([CH3:64])[C:58]3=[N:59][CH:60]=2)[C:9]([C:11]2[CH:12]=[C:13]([C:20]3[CH:25]=[CH:24][C:23]([O:26][CH2:27][C:28](=[O:35])[N:29]4[CH2:34][CH2:33][CH2:32][CH2:31][CH2:30]4)=[CH:22][C:21]=3[C:36]([N:38]3[C@H:47]([CH2:48][N:49]4[CH2:54][CH2:53][O:52][CH2:51][CH2:50]4)[CH2:46][C:45]4[C:40](=[CH:41][CH:42]=[CH:43][CH:44]=4)[CH2:39]3)=[O:37])[N:14]3[C:19]=2[CH2:18][CH2:17][CH2:16][CH2:15]3)=[O:10])=[CH:4][CH:3]=1.[ClH:65]. Product: [ClH:65].[OH:1][C:2]1[CH:3]=[CH:4][C:5]([N:8]([C:55]2[CH:56]=[C:57]3[CH2:63][CH2:62][N:61]([CH3:64])[C:58]3=[N:59][CH:60]=2)[C:9]([C:11]2[CH:12]=[C:13]([C:20]3[CH:25]=[CH:24][C:23]([O:26][CH2:27][C:28](=[O:35])[N:29]4[CH2:34][CH2:33][CH2:32][CH2:31][CH2:30]4)=[CH:22][C:21]=3[C:36]([N:38]3[C@H:47]([CH2:48][N:49]4[CH2:54][CH2:53][O:52][CH2:51][CH2:50]4)[CH2:46][C:45]4[C:40](=[CH:41][CH:42]=[CH:43][CH:44]=4)[CH2:39]3)=[O:37])[N:14]3[C:19]=2[CH2:18][CH2:17][CH2:16][CH2:15]3)=[O:10])=[CH:6][CH:7]=1. The catalyst class is: 10. (3) Reactant: [CH:1]([C:3]1[CH:4]=[C:5]2[C:10](=[CH:11][CH:12]=1)[N:9]=[CH:8][C:7]([C:13]#[N:14])=[C:6]2[O:15][CH2:16][CH:17]([CH3:19])[CH3:18])=O.[CH:20]1([NH:23][C:24]2[S:25][CH2:26][C:27](=[O:29])[N:28]=2)[CH2:22][CH2:21]1.C([O-])(=O)C.[Na+]. Product: [CH:20]1([NH:23][C:24]2[S:25]/[C:26](=[CH:1]\[C:3]3[CH:4]=[C:5]4[C:10](=[CH:11][CH:12]=3)[N:9]=[CH:8][C:7]([C:13]#[N:14])=[C:6]4[O:15][CH2:16][CH:17]([CH3:19])[CH3:18])/[C:27](=[O:29])[N:28]=2)[CH2:22][CH2:21]1. The catalyst class is: 15. (4) Reactant: CCN(C(C)C)C(C)C.Cl.[NH2:11][CH2:12][C:13]([N:15]1[CH2:20][CH2:19][N:18]([C:21](=[O:32])[C:22]2[CH:27]=[CH:26][CH:25]=[CH:24][C:23]=2[C:28]([F:31])([F:30])[F:29])[CH2:17][CH2:16]1)=[O:14].C1C=CC2N(O)N=NC=2C=1.CCN=C=NCCCN(C)C.[CH3:54][C:55]1[N:59]([C:60]2[CH:65]=[CH:64][CH:63]=[CH:62][CH:61]=2)[N:58]=[CH:57][C:56]=1[C:66](O)=[O:67]. Product: [O:14]=[C:13]([N:15]1[CH2:16][CH2:17][N:18]([C:21](=[O:32])[C:22]2[CH:27]=[CH:26][CH:25]=[CH:24][C:23]=2[C:28]([F:31])([F:29])[F:30])[CH2:19][CH2:20]1)[CH2:12][NH:11][C:66]([C:56]1[CH:57]=[N:58][N:59]([C:60]2[CH:65]=[CH:64][CH:63]=[CH:62][CH:61]=2)[C:55]=1[CH3:54])=[O:67]. The catalyst class is: 18. (5) Reactant: N1C=CC=CC=1C(O)=O.[NH2:10][C:11]1[C:16]([C:17]2[CH:22]=[CH:21][C:20]([OH:23])=[CH:19][CH:18]=2)=[CH:15][CH:14]=[CH:13][N:12]=1.P([O-])([O-])([O-])=O.[K+].[K+].[K+].Br[C:33]1[CH:38]=[CH:37][C:36]([C:39]([F:42])([F:41])[F:40])=[CH:35][C:34]=1[CH3:43]. Product: [CH3:43][C:34]1[CH:35]=[C:36]([C:39]([F:40])([F:41])[F:42])[CH:37]=[CH:38][C:33]=1[O:23][C:20]1[CH:21]=[CH:22][C:17]([C:16]2[C:11]([NH2:10])=[N:12][CH:13]=[CH:14][CH:15]=2)=[CH:18][CH:19]=1. The catalyst class is: 419. (6) Reactant: C([Si](C)(C)[O:6][CH2:7][C@@H:8]([O:19][CH:20]1[CH2:25][CH2:24][CH2:23][CH2:22][O:21]1)[CH2:9][N:10]1[CH:14]=[C:13]([N+:15]([O-:17])=[O:16])[N:12]=[C:11]1Cl)(C)(C)C.CCCC[N+](CCCC)(CCCC)CCCC.[F-]. Product: [N+:15]([C:13]1[N:12]=[C:11]2[N:10]([CH:14]=1)[CH2:9][C@H:8]([O:19][CH:20]1[CH2:25][CH2:24][CH2:23][CH2:22][O:21]1)[CH2:7][O:6]2)([O-:17])=[O:16]. The catalyst class is: 1. (7) Reactant: Cl[CH:2]1[CH2:7][CH2:6][CH2:5][CH2:4][C:3]1=O.[C:9]([NH2:12])(=[S:11])[CH3:10]. Product: [CH3:10][C:9]1[S:11][C:2]2[CH2:7][CH2:6][CH2:5][CH2:4][C:3]=2[N:12]=1. The catalyst class is: 8. (8) Reactant: [C:1]([C:5]1[O:9][N:8]=[C:7]([C:10]2[CH:15]=[C:14](Cl)[C:13]([C:17]3([F:21])[CH2:20][O:19][CH2:18]3)=[CH:12][N:11]=2)[N:6]=1)([CH3:4])([CH3:3])[CH3:2].[H-].[Na+].[O:24]1[CH2:29][CH2:28][CH:27]([OH:30])[CH2:26][CH2:25]1. Product: [C:1]([C:5]1[O:9][N:8]=[C:7]([C:10]2[CH:15]=[C:14]([O:30][CH:27]3[CH2:28][CH2:29][O:24][CH2:25][CH2:26]3)[C:13]([C:17]3([F:21])[CH2:20][O:19][CH2:18]3)=[CH:12][N:11]=2)[N:6]=1)([CH3:4])([CH3:3])[CH3:2]. The catalyst class is: 3.